This data is from Experimentally validated miRNA-target interactions with 360,000+ pairs, plus equal number of negative samples. The task is: Binary Classification. Given a miRNA mature sequence and a target amino acid sequence, predict their likelihood of interaction. (1) The miRNA is hsa-miR-92a-1-5p with sequence AGGUUGGGAUCGGUUGCAAUGCU. The protein sequence of the target gene is MAKSKNHTTHNQSRKWHRNGIKKPRSQRYESLKGVDPKFLRNMRFAKKHNKKGLKKMQANNAKAMSARAEAIKALVKPKEVKPKIPKGVSRKLDRLAYIAHPKLGKRARARIAKGLRLCRPKAKAKAKAKDQTKAQAAAPASVPAQAPKRTQAPTKASE. Result: 1 (interaction). (2) The miRNA is hsa-miR-499b-3p with sequence AACAUCACUGCAAGUCUUAACA. The protein sequence of the target gene is MACPLEKALDVMVSTFHKYSGKEGDKFKLNKSELKELLTRELPSFLGKRTDEAAFQKLMSNLDSNRDNEVDFQEYCVFLSCIAMMCNEFFEGFPDKQPRKK. Result: 0 (no interaction). (3) The miRNA is hsa-miR-3675-3p with sequence CAUCUCUAAGGAACUCCCCCAA. The protein sequence of the target gene is MPKKEKMAKTPLSDEKQLLLFQQKLLAEEEMAKKKERLLSQFLKDKLAKEEHNSALNLNKINTQWRTVLREVKTRELHKDIEILSQTFERVVDCKDNVIKSLAKDLSEAEEQYAHALRSHLHNVDQLLALQRHRLSLLEESYNMELEALTKEFETERKTIIDQHEKEIHYLQDIFMAMEQNYIDSEYESKLEFQSMWNDLKNMNLEEKHFLRLHLENRVEDLWRKFQDVLKNYTDATEDRKAAFETLQVKDEKSSKEIEVQMKKIQKLQDAITISKGKIMIHSRESEDENRYIRNDKELV.... Result: 1 (interaction). (4) The miRNA is hsa-miR-6883-5p with sequence AGGGAGGGUGUGGUAUGGAUGU. The protein sequence of the target gene is MAVARVDAALPPGEGSVVNWSGQGLQKLGPNLPCEADIHTLILDKNQIIKLENLEKCKRLIQLSVANNRLVRMMGVAKLTLLRVLNLPHNSIGCVEGLKELVHLEWLNLAGNNLKAMEQINSCTALQHLDLSDNNISQIGDLSKLVSLKTLLLHGNIITSLRMAPAYLPRSLAILSLAENEIRDLNEISFLASLTELEQLSIMNNPCVMATPSIPGFDYRPYIVSWCLNLRVLDGYVISQKESLKAEWLYSQGKGRAYRPGQHIQLVQYLATVCPLTSTLGLQTAEDAKLEKILSKQRFH.... Result: 1 (interaction). (5) The miRNA is mmu-miR-151-3p with sequence CUAGACUGAGGCUCCUUGAGG. The protein sequence of the target gene is MPGIKRILTVTILALCLPSPGNAQAQCTNGFDLDRQSGQCLDIDECRTIPEACRGDMMCVNQNGGYLCIPRTNPVYRGPYSNPYSTPYSGPYPAAAPPLSAPNYPTISRPLICRFGYQMDESNQCVDVDECATDSHQCNPTQICINTEGGYTCSCTDGYWLLEGQCLDIDECRYGYCQQLCANVPGSYSCTCNPGFTLNEDGRSCQDVNECATENPCVQTCVNTYGSFICRCDPGYELEEDGVHCSDMDECSFSEFLCQHECVNQPGTYFCSCPPGYILLDDNRSCQDINECEHRNHTCN.... Result: 0 (no interaction). (6) The protein sequence of the target gene is MDTESQYSGYSYKSGHSRSSRKHRDRRDRHRSKSRDGSRGDKSVTIQAPGEPLLDNESTRGDERDDNWGETTTVVTGTSEHSISHDDLTRIAKDMEDSVPLDCSRHLGVAAGAILALLSFLTPLAFLLLPPLLWREELEPCGTACEGLFISVAFKLLILLLGSWALFFRRPKASLPRVFVLRALLMVLVFLLVISYWLFYGVRILDARERSYQGVVQFAVSLVDALLFVHYLAVVLLELRQLQPQFTLKVVRSTDGASRFYNVGHLSIQRVAVWILEKYYHDFPVYNPALLNLPKSVLAK.... Result: 1 (interaction). The miRNA is mmu-miR-466q with sequence GUGCACACACACACAUACGU.